From a dataset of hERG Central: cardiac toxicity at 1µM, 10µM, and general inhibition. Predict hERG channel inhibition at various concentrations. (1) The compound is CC(C(=O)N1CCc2ccccc21)N1CCN(Cc2ccc(Cl)cc2)CC1. Results: hERG_inhib (hERG inhibition (general)): blocker. (2) The molecule is CCCCCCCCCCCCCCCC[N+](C)(C)CCN(Cc1ccc(OC)cc1)c1ncccn1.[Br-]. Results: hERG_inhib (hERG inhibition (general)): blocker. (3) The drug is Cn1c(=O)c2c(nc(SCCN3CCCCC3)n2Cc2ccccc2)n(C)c1=O. Results: hERG_inhib (hERG inhibition (general)): blocker. (4) The compound is CCOc1cccc2sc(N(CCN(C)C)C(=O)c3ccc4ccccc4c3)nc12.Cl. Results: hERG_inhib (hERG inhibition (general)): blocker. (5) Results: hERG_inhib (hERG inhibition (general)): blocker. The molecule is COc1cc(CNCCNC(=O)c2nonc2N)ccc1OCc1ccc(Cl)cc1.Cl.